From a dataset of Full USPTO retrosynthesis dataset with 1.9M reactions from patents (1976-2016). Predict the reactants needed to synthesize the given product. (1) Given the product [Cl:16][C:7]1[CH:6]=[CH:5][C:4]2[N:3]=[C:2]([N:17]3[CH2:22][CH2:21][NH:20][CH2:19][CH2:18]3)[C:11]3[N:12]=[CH:13][N:14]([CH3:15])[C:10]=3[C:9]=2[CH:8]=1, predict the reactants needed to synthesize it. The reactants are: Cl[C:2]1[C:11]2[N:12]=[CH:13][N:14]([CH3:15])[C:10]=2[C:9]2[CH:8]=[C:7]([Cl:16])[CH:6]=[CH:5][C:4]=2[N:3]=1.[NH:17]1[CH2:22][CH2:21][NH:20][CH2:19][CH2:18]1. (2) Given the product [Cl:3][C:7]1[N:12]=[CH:11][N:10]=[C:9]2[N:13]([C:16]3[C:17]([CH3:24])=[C:18]([CH:21]=[CH:22][CH:23]=3)[C:19]#[N:20])[N:14]=[CH:15][C:8]=12, predict the reactants needed to synthesize it. The reactants are: P(Cl)(Cl)([Cl:3])=O.O[C:7]1[N:12]=[CH:11][N:10]=[C:9]2[N:13]([C:16]3[C:17]([CH3:24])=[C:18]([CH:21]=[CH:22][CH:23]=3)[C:19]#[N:20])[N:14]=[CH:15][C:8]=12. (3) Given the product [I:1][C:2]1[C:10]2[C:5](=[CH:6][CH:7]=[C:8]([C:11]3[S:12][C:13]([S:16][CH3:17])=[N:14][N:15]=3)[CH:9]=2)[N:4]([S:20]([C:23]2[CH:29]=[CH:28][C:26]([CH3:27])=[CH:25][CH:24]=2)(=[O:22])=[O:21])[CH:3]=1, predict the reactants needed to synthesize it. The reactants are: [I:1][C:2]1[C:10]2[C:5](=[CH:6][CH:7]=[C:8]([C:11]3[S:12][C:13]([S:16][CH3:17])=[N:14][N:15]=3)[CH:9]=2)[NH:4][CH:3]=1.[H-].[Na+].[S:20](Cl)([C:23]1[CH:29]=[CH:28][C:26]([CH3:27])=[CH:25][CH:24]=1)(=[O:22])=[O:21]. (4) Given the product [CH3:1][O:2][C:3]1[C:13]([N+:14]([O-:16])=[O:15])=[CH:12][C:6]2[CH2:7][CH2:8][N:9]([CH2:19][C:18]([F:29])([F:28])[F:17])[CH2:10][CH2:11][C:5]=2[CH:4]=1, predict the reactants needed to synthesize it. The reactants are: [CH3:1][O:2][C:3]1[C:13]([N+:14]([O-:16])=[O:15])=[CH:12][C:6]2[CH2:7][CH2:8][NH:9][CH2:10][CH2:11][C:5]=2[CH:4]=1.[F:17][C:18]([F:29])([F:28])[CH2:19]OS(C(Cl)(Cl)Cl)(=O)=O.C(=O)([O-])[O-].[K+].[K+]. (5) Given the product [ClH:42].[CH2:43]([O:45][C:46]1[C:55]([NH2:56])=[C:54]2[C:49]([C:50]([C:57](=[O:70])[C:58]3[CH:63]=[C:62]([O:64][CH3:65])[C:61]([O:66][CH3:67])=[C:60]([O:68][CH3:69])[CH:59]=3)=[CH:51][N:52]=[CH:53]2)=[CH:48][CH:47]=1)[CH3:44], predict the reactants needed to synthesize it. The reactants are: O.C1(C(C2C=CC=CC=2)=NC2C(OCC)=CC=C3C=2C=NC=C3CC2C=C(OC)C(OC)=C(OC)C=2)C=CC=CC=1.[ClH:42].[CH2:43]([O:45][C:46]1[C:55]([NH2:56])=[C:54]2[C:49]([C:50]([C:57](=[O:70])[C:58]3[CH:63]=[C:62]([O:64][CH3:65])[C:61]([O:66][CH3:67])=[C:60]([O:68][CH3:69])[CH:59]=3)=[CH:51][N:52]=[CH:53]2)=[CH:48][CH:47]=1)[CH3:44]. (6) The reactants are: C(OC([N:8]1[CH2:13][CH2:12][N:11]([C:14]([C:16]2[CH:21]([C:22]3[CH:27]=[CH:26][CH:25]=[C:24]([Cl:28])[CH:23]=3)[C:20]([C:29]([O:31][CH2:32][CH2:33][CH:34]([C:41]3[CH:46]=[CH:45][CH:44]=[CH:43][CH:42]=3)[C:35]3[CH:40]=[CH:39][CH:38]=[CH:37][CH:36]=3)=[O:30])=[C:19]([CH3:47])[NH:18][C:17]=2[CH3:48])=[O:15])[CH2:10][CH2:9]1)=O)(C)(C)C.FC(F)(F)C([O-])=O. Given the product [C:41]1([CH:34]([C:35]2[CH:36]=[CH:37][CH:38]=[CH:39][CH:40]=2)[CH2:33][CH2:32][O:31][C:29](=[O:30])[C:20]2[C:21]([C:22]3[CH:27]=[CH:26][CH:25]=[C:24]([Cl:28])[CH:23]=3)=[C:16]([C:14]([N:11]3[CH2:10][CH2:9][NH:8][CH2:13][CH2:12]3)=[O:15])[C:17]([CH3:48])=[N:18][C:19]=2[CH3:47])[CH:46]=[CH:45][CH:44]=[CH:43][CH:42]=1, predict the reactants needed to synthesize it.